From a dataset of Catalyst prediction with 721,799 reactions and 888 catalyst types from USPTO. Predict which catalyst facilitates the given reaction. (1) Reactant: [CH:1]12[O:8][CH:5]([CH2:6][CH2:7]1)[CH2:4][N:3]([C:9]1[N:14]=[C:13]([C:15]3[CH:20]=[CH:19][C:18]([NH:21][C:22](=[O:33])[NH:23][C:24]4[CH:32]=[CH:31][C:27]([C:28]([OH:30])=O)=[CH:26][CH:25]=4)=[CH:17][CH:16]=3)[N:12]=[C:11]3[N:34]([CH:37]([CH2:41][O:42][CH3:43])[CH2:38][O:39][CH3:40])[N:35]=[CH:36][C:10]=13)[CH2:2]2.O.ON1C2C=CC=CC=2N=N1.CN1CCOCC1.[CH3:62][N:63]([CH3:65])[NH2:64].Cl.CN(C)CCCN=C=NCC. Product: [CH3:62][N:63]([CH3:65])[NH:64][C:28]([C:27]1[CH:31]=[CH:32][C:24]([NH:23][C:22]([NH:21][C:18]2[CH:19]=[CH:20][C:15]([C:13]3[N:12]=[C:11]4[N:34]([CH:37]([CH2:38][O:39][CH3:40])[CH2:41][O:42][CH3:43])[N:35]=[CH:36][C:10]4=[C:9]([N:3]4[CH2:2][CH:1]5[O:8][CH:5]([CH2:6][CH2:7]5)[CH2:4]4)[N:14]=3)=[CH:16][CH:17]=2)=[O:33])=[CH:25][CH:26]=1)=[O:30]. The catalyst class is: 9. (2) Reactant: Cl.[NH2:2][C@@H:3]([CH2:27][C:28]1[CH:33]=[CH:32][CH:31]=[CH:30][CH:29]=1)[C@H:4]([OH:26])[CH2:5][N:6]([CH2:18][C:19]([CH3:25])([CH3:24])[CH2:20][CH2:21][C:22]#[N:23])[S:7]([C:10]1[CH:15]=[CH:14][C:13]([O:16][CH3:17])=[CH:12][CH:11]=1)(=[O:9])=[O:8].C(N(C(C)C)CC)(C)C.[C:43](=O)([O:51]C1C=CC([N+]([O-])=O)=CC=1)[O:44][CH:45]1[CH2:50][O:49][CH2:48][O:47][CH2:46]1. Product: [O:47]1[CH2:46][CH:45]([O:44][C:43](=[O:51])[NH:2][C@@H:3]([CH2:27][C:28]2[CH:29]=[CH:30][CH:31]=[CH:32][CH:33]=2)[C@H:4]([OH:26])[CH2:5][N:6]([CH2:18][C:19]([CH3:25])([CH3:24])[CH2:20][CH2:21][C:22]#[N:23])[S:7]([C:10]2[CH:11]=[CH:12][C:13]([O:16][CH3:17])=[CH:14][CH:15]=2)(=[O:8])=[O:9])[CH2:50][O:49][CH2:48]1. The catalyst class is: 2. (3) Reactant: [Si:1]([O:8][C@@H:9]([C:25]1[CH:30]=[CH:29][CH:28]=[CH:27][C:26]=1[C:31]1[CH:36]=[CH:35][C:34]([Cl:37])=[CH:33][CH:32]=1)[CH:10]1[CH2:15][CH2:14][N:13]([C:16]2[CH:24]=[CH:23][C:19]([C:20](O)=[O:21])=[CH:18][CH:17]=2)[CH2:12][CH2:11]1)([C:4]([CH3:7])([CH3:6])[CH3:5])([CH3:3])[CH3:2].[Si:38]([O:55][CH2:56][CH2:57][N:58]([CH2:88][CH3:89])[CH2:59][CH2:60][C@@H:61]([NH:70][C:71]1[CH:76]=[CH:75][C:74]([S:77]([NH2:80])(=[O:79])=[O:78])=[CH:73][C:72]=1[S:81]([C:84]([F:87])([F:86])[F:85])(=[O:83])=[O:82])[CH2:62][S:63][C:64]1[CH:69]=[CH:68][CH:67]=[CH:66][CH:65]=1)([C:51]([CH3:54])([CH3:53])[CH3:52])([C:45]1[CH:50]=[CH:49][CH:48]=[CH:47][CH:46]=1)[C:39]1[CH:44]=[CH:43][CH:42]=[CH:41][CH:40]=1.C(Cl)CCl. Product: [Si:1]([O:8][C@@H:9]([C:25]1[CH:30]=[CH:29][CH:28]=[CH:27][C:26]=1[C:31]1[CH:36]=[CH:35][C:34]([Cl:37])=[CH:33][CH:32]=1)[CH:10]1[CH2:11][CH2:12][N:13]([C:16]2[CH:24]=[CH:23][C:19]([C:20]([NH:80][S:77]([C:74]3[CH:75]=[CH:76][C:71]([NH:70][C@H:61]([CH2:60][CH2:59][N:58]([CH2:57][CH2:56][O:55][Si:38]([C:51]([CH3:53])([CH3:54])[CH3:52])([C:39]4[CH:44]=[CH:43][CH:42]=[CH:41][CH:40]=4)[C:45]4[CH:46]=[CH:47][CH:48]=[CH:49][CH:50]=4)[CH2:88][CH3:89])[CH2:62][S:63][C:64]4[CH:65]=[CH:66][CH:67]=[CH:68][CH:69]=4)=[C:72]([S:81]([C:84]([F:87])([F:85])[F:86])(=[O:83])=[O:82])[CH:73]=3)(=[O:78])=[O:79])=[O:21])=[CH:18][CH:17]=2)[CH2:14][CH2:15]1)([C:4]([CH3:6])([CH3:7])[CH3:5])([CH3:2])[CH3:3]. The catalyst class is: 142. (4) Reactant: [NH2:1][C:2]1[CH:3]=[C:4]([C:8]2[C:16]3[C:11](=[CH:12][CH:13]=[C:14](C#N)[CH:15]=3)[N:10]([CH:19]3[CH2:24][CH2:23][CH2:22][CH2:21][O:20]3)[N:9]=2)[CH:5]=[CH:6][CH:7]=1.[C:25]([O:28][C@@H:29]([CH3:33])[C:30](O)=[O:31])(=[O:27])[CH3:26].Cl.[CH3:35][N:36](C)CCCN=C=NCC. Product: [C:25]([O:28][C@H:29]([C:30](=[O:31])[NH:1][C:2]1[CH:7]=[CH:6][CH:5]=[C:4]([C:8]2[C:16]3[C:11](=[CH:12][CH:13]=[CH:14][CH:15]=3)[N:10]([CH:19]3[CH2:24][CH2:23][CH:22]([C:35]#[N:36])[CH2:21][O:20]3)[N:9]=2)[CH:3]=1)[CH3:33])(=[O:27])[CH3:26]. The catalyst class is: 4. (5) Reactant: [CH2:1]([O:8][C:9]1[CH:10]=[CH:11][C:12]2[CH2:18][CH2:17][CH:16](I)[C:15](=[O:20])[NH:14][C:13]=2[CH:21]=1)[C:2]1[CH:7]=[CH:6][CH:5]=[CH:4][CH:3]=1.[N-:22]=[N+:23]=[N-:24].[Na+]. Product: [N:22]([CH:16]1[C:15](=[O:20])[NH:14][C:13]2[CH:21]=[C:9]([O:8][CH2:1][C:2]3[CH:7]=[CH:6][CH:5]=[CH:4][CH:3]=3)[CH:10]=[CH:11][C:12]=2[CH2:18][CH2:17]1)=[N+:23]=[N-:24]. The catalyst class is: 31. (6) Reactant: Cl.FC(F)(F)S(O[C:8]1[C:9]([O:31][CH2:32][CH3:33])=[CH:10][CH:11]=[C:12]2[C:17]=1[CH:16]=[N:15][CH:14]=[C:13]2[CH2:18][C:19]1[CH:24]=[C:23]([O:25][CH3:26])[C:22]([O:27][CH3:28])=[C:21]([O:29][CH3:30])[CH:20]=1)(=O)=O.C1C=CC(P(C2C(C3C(P(C4C=CC=CC=4)C4C=CC=CC=4)=CC=C4C=3C=CC=C4)=C3C(C=CC=C3)=CC=2)C2C=CC=CC=2)=CC=1.Cl.[CH3:83][NH:84][CH3:85].C([O-])([O-])=O.[Cs+].[Cs+]. Product: [CH2:32]([O:31][C:9]1[C:8]([N:84]([CH3:85])[CH3:83])=[C:17]2[C:12]([C:13]([CH2:18][C:19]3[CH:24]=[C:23]([O:25][CH3:26])[C:22]([O:27][CH3:28])=[C:21]([O:29][CH3:30])[CH:20]=3)=[CH:14][N:15]=[CH:16]2)=[CH:11][CH:10]=1)[CH3:33]. The catalyst class is: 318.